From a dataset of CYP2C19 inhibition data for predicting drug metabolism from PubChem BioAssay. Regression/Classification. Given a drug SMILES string, predict its absorption, distribution, metabolism, or excretion properties. Task type varies by dataset: regression for continuous measurements (e.g., permeability, clearance, half-life) or binary classification for categorical outcomes (e.g., BBB penetration, CYP inhibition). Dataset: cyp2c19_veith. (1) The molecule is CN(C)c1ncnc2ccc(-c3cccnc3)cc12. The result is 0 (non-inhibitor). (2) The drug is COc1cc(O)c(C(=O)/C=C\c2ccc3c(c2)OCO3)c(OC)c1. The result is 1 (inhibitor). (3) The result is 1 (inhibitor). The molecule is COc1ccc(C(C(=O)NC2CCCCC2)N2CCC3(CC2)OCCO3)cc1. (4) The compound is C=CCOc1cccc(/C=N/NC(=O)C(=O)NCc2ccco2)c1. The result is 0 (non-inhibitor).